Task: Predict the reactants needed to synthesize the given product.. Dataset: Full USPTO retrosynthesis dataset with 1.9M reactions from patents (1976-2016) (1) Given the product [F:38][C:35]1[CH:34]=[CH:33][C:32]([N:28]2[C:29]3[C:25](=[CH:24][C:23]([CH:16]([C:17]4[CH:18]=[CH:19][CH:20]=[CH:21][CH:22]=4)[C:6]([CH2:5][OH:4])([CH3:15])[C:7]([NH:9][C:10]4[S:11][CH:12]=[N:13][N:14]=4)=[O:8])=[CH:31][CH:30]=3)[CH:26]=[N:27]2)=[CH:37][CH:36]=1, predict the reactants needed to synthesize it. The reactants are: C([O:4][CH2:5][C:6]([CH:16]([C:23]1[CH:24]=[C:25]2[C:29](=[CH:30][CH:31]=1)[N:28]([C:32]1[CH:37]=[CH:36][C:35]([F:38])=[CH:34][CH:33]=1)[N:27]=[CH:26]2)[C:17]1[CH:22]=[CH:21][CH:20]=[CH:19][CH:18]=1)([CH3:15])[C:7]([NH:9][C:10]1[S:11][CH:12]=[N:13][N:14]=1)=[O:8])(=O)C.Cl. (2) Given the product [NH2:15][C:3]1[CH:4]=[C:5]([NH:8][C:9](=[O:14])[CH2:10][N:11]([CH3:12])[CH3:13])[CH:6]=[CH:7][C:2]=1[F:1], predict the reactants needed to synthesize it. The reactants are: [F:1][C:2]1[CH:7]=[CH:6][C:5]([NH:8][C:9](=[O:14])[CH2:10][N:11]([CH3:13])[CH3:12])=[CH:4][C:3]=1[N+:15]([O-])=O. (3) Given the product [CH3:21][O:22][C:23]([C:25]1[CH:32]=[CH:31][C:28]([CH:29]([C:10]2[CH:9]=[CH:8][N:7]=[CH:6][C:5]=2[O:4][CH2:3][O:2][CH3:1])[OH:30])=[CH:27][CH:26]=1)=[O:24], predict the reactants needed to synthesize it. The reactants are: [CH3:1][O:2][CH2:3][O:4][C:5]1[CH:6]=[N:7][CH:8]=[CH:9][CH:10]=1.CCCCC.C([Li])(C)(C)C.[CH3:21][O:22][C:23]([C:25]1[CH:32]=[CH:31][C:28]([CH:29]=[O:30])=[CH:27][CH:26]=1)=[O:24].[Cl-].[NH4+].